From a dataset of Experimentally validated miRNA-target interactions with 360,000+ pairs, plus equal number of negative samples. Binary Classification. Given a miRNA mature sequence and a target amino acid sequence, predict their likelihood of interaction. (1) The miRNA is gga-miR-128-3p with sequence UCACAGUGAACCGGUCUCUUU. The protein sequence of the target gene is MDGGDDGNLIIKKRFVSEAELDERRKRRQEEWEKVRKPEDPEECPEEVYDPRSLYERLQEQKDRKQQEYEEQFKFKNMVRGLDEDETNFLDEVSRQQELIEKQRREEELKELKEYRNNLKKVGISQENKKEVEKKLTVKPIETKNKFSQAKLLAGAVKHKSSESGNSVKRLKPDPEPDDKNQEPSSCKSLGNTSLSGPSIHCPSAAVCIGILPGLGAYSGSSDSESSSDSEGTINATGKIVSSIFRTNTFLEAP. Result: 0 (no interaction). (2) The miRNA is hsa-miR-1279 with sequence UCAUAUUGCUUCUUUCU. The protein sequence of the target gene is MSRQTTSVGSSCLDLWREKNDRLVRQAKVAQNSGLTLRRQQLAQDALEGLRGLLHSLQGLPAAVPVLPLELTVTCNFIILRASLAQGFTEDQAQDIQRSLERVLETQEQQGPRLEQGLRELWDSVLRASCLLPELLSALHRLVGLQAALWLSADRLGDLALLLETLNGSQSGASKDLLLLLKTWSPPAEELDAPLTLQDAQGLKDVLLTAFAYRQGLQELITGNPDKALSSLHEAASGLCPRPVLVQVYTALGSCHRKMGNPQRALLYLVAALKEGSAWGPPLLEASRLYQQLGDTTAEL.... Result: 0 (no interaction). (3) The miRNA is hsa-miR-550b-2-5p with sequence AUGUGCCUGAGGGAGUAAGACA. The protein sequence of the target gene is MVGVVSDDQDFLDSKDTMKMAVVLVTPLGNGDLALKFGYPTPHGGCQKMDTTFTEGAVPGQFSNPAMALSDIRVAFSDYQHFALLYLEMRKGGLRNQWLQLYGGRAAGRRPRHPRFGSGMSPLCLHQPFLHAEGGTAGSWCLWPRVPAPPCPSLPLFAPPAPSL. Result: 0 (no interaction). (4) The miRNA is hsa-miR-8089 with sequence CCUGGGGACAGGGGAUUGGGGCAG. The protein sequence of the target gene is MDDTADGVKMDAGEVTLVNHGSTFRTHRPPQSGFPEEQLLLSDQQSLPFRQGTLDGSFTCSTRSPAYRPDYHSDNPSSDSFLGSGDVRTFGQSANGQWRNSTPASGSAPQKPRNSRSLCLETRKTSSGLSNTFVGKSNHHCHMSAYEKSFPIKPAPSPSWSGSCRRSLLSPKKTQRRHFSTAEETVQEEEKEIYRQLLQMVTGKQFCVAKPTTHFPLRLSRCLSSNKNSLKDSLLRNGNSCASHVIGSDTSSSGSASILTAQEQLSHSAHSLSSGTPDVAFGSKDSDPHHHLAAPHQPNS.... Result: 0 (no interaction). (5) The miRNA is mmu-miR-7025-5p with sequence CGUGAGCUGAAGCUGGUGGCUCCC. The protein sequence of the target gene is MEEDTDYRIRFSSLCFFNDHVGFHGTIKSSPSDFIVIEIDEQGQLVNKTIDEPIFKISEIQLEPNNFPKKPKLDLQNLSLEDGRNQEVHTLIKYTDGDQNHQSGSEKEDTIVDGTSKCEEKADVLSSFLDEKTHELLNNFACDVREKWLSKTELIGLPPEFSIGRILDKNQRASLHSAIRQKFPFLVTVGKNSEIVVKPNLEYKELCHLVSEEEAFDFFKYLDAKKENSKFTFKPDTNKDHRKAVHHFVNKKFGNLVETKSFSKMNCSAGNPNVVVTVRFREKAHKRGKRPLSECQEGKV.... Result: 0 (no interaction). (6) Result: 0 (no interaction). The protein sequence of the target gene is MAWPRFLQRGALLTSFSHHHLAVFLLTFFSYSLLHASRKTFSNVKVSISKQWTPNAFNTSLDLPAEIWSSNHLFPSTEEATLFLGTLDTVFLFSYAVGLFISGIIGDRLNLRWVLSFGMCSSAFVVFVFGTLTEWLHFYNKWFYCGLWIVNGLLQSTGWPCVVAVMGNWFGKAGRGVVFGLWSACASVGNILGAFLASSVLQYGYEYAFLVTASVQFAGGIIIFFGLLVSPEEIGLPSIGAEESSEEDSQRPLIDGAENEDDYEPNYSIQEDRAVVQVKAISFHQACCLPGVIPYSLAYA.... The miRNA is hsa-miR-4662a-3p with sequence AAAGAUAGACAAUUGGCUAAAU. (7) The miRNA is hsa-miR-8060 with sequence CCAUGAAGCAGUGGGUAGGAGGAC. The protein sequence of the target gene is MQRRRRPPPPTSRLPEGCGGGGGGSEEVEVQFSAGRWGSAAAVSAAAAAATRSTEEEEERLEREHFWKIINAFRYYGTSMHERVNRTERQFRSLPANQQKLLPQFLLHLDKIRKCIDHNQEILLTIVNDCIHMFENKEYGEDGNGKIMPASTFDMDKLKSTLKQFVRDWSETGKAERDACYQPIIKEILKNFPKERWDPSKVNILVPGAGLGRLAWEIAMLGYACQGNEWSFFMLFSSNFVLNRCSEINKYKLYPWIHQFSNNRRSADQIRPIFFPDVDPHSLPPGSNFSMTAGDFQEIY.... Result: 1 (interaction). (8) The miRNA is hsa-miR-1247-5p with sequence ACCCGUCCCGUUCGUCCCCGGA. The protein sequence of the target gene is MSKTMAMNLLEDWCRGMEVDIHRSLLVTGIPEDCGQAEIEETLNGVLSPLGPYRVLNKIFVREENVKAALIEVGEGVNLSTIPREFPGRGGVWRVVCRDPTQDAEFLKNLNEFLDAEGRTWEDVVRLLQLNHPTLSQNQHQPPENWAEALGVLLGAVVQIIFCMDAEIRSREEARAQEAAEFEEMAAWALAAGRKVKKEPGLAAEVGSALKAETPNNWNATEDQHEPTKPLVRRAGAKSRSRRKKQKKNSRQEAVPWKKPKGINSNSTANLEDPEVGDAESMAISEPIKGSRKPCVNKEE.... Result: 0 (no interaction).